This data is from Catalyst prediction with 721,799 reactions and 888 catalyst types from USPTO. The task is: Predict which catalyst facilitates the given reaction. Product: [C:1]([O:4][CH2:5][C:6]1([C:9]2[CH:10]=[CH:11][C:12]([C:15]3[N:20]=[C:19]4[CH2:21][C:22](=[O:24])[NH:27][C:18]4=[CH:17][C:16]=3[Cl:28])=[CH:13][CH:14]=2)[CH2:7][CH2:8]1)(=[O:3])[CH3:2]. The catalyst class is: 11. Reactant: [C:1]([O:4][CH2:5][C:6]1([C:9]2[CH:14]=[CH:13][C:12]([C:15]3[N:20]=[C:19]([CH2:21][C:22]([O:24]CC)=O)[C:18]([NH2:27])=[CH:17][C:16]=3[Cl:28])=[CH:11][CH:10]=2)[CH2:8][CH2:7]1)(=[O:3])[CH3:2].C(O)(=O)C.